From a dataset of Forward reaction prediction with 1.9M reactions from USPTO patents (1976-2016). Predict the product of the given reaction. (1) Given the reactants Br[Si](C)(C)C.[C:6]([NH:9][C@@H:10]1[C@@H:15]([NH:16][C:17]([NH:26]C(OC(C)(C)C)=O)=[N:18]C(OC(C)(C)C)=O)[CH2:14][C:13]([P:34]([O:39]CC)(=[O:38])[O:35]CC)=[CH:12][C@H:11]1[O:42][CH:43]([CH2:46][CH3:47])[CH2:44][CH3:45])(=[O:8])[CH3:7], predict the reaction product. The product is: [C:6]([NH:9][C@@H:10]1[C@@H:15]([NH:16][C:17]([NH2:26])=[NH:18])[CH2:14][C:13]([P:34]([O-:39])(=[O:35])[O-:38])=[CH:12][C@H:11]1[O:42][CH:43]([CH2:44][CH3:45])[CH2:46][CH3:47])(=[O:8])[CH3:7].[NH4+:9].[NH4+:9]. (2) Given the reactants [C:1](Cl)(=[O:3])[CH3:2].[CH3:5][N:6]1[CH2:11][CH2:10][CH:9]([O:12][C:13]2[N:18]=[C:17]([NH2:19])[CH:16]=[CH:15][CH:14]=2)[CH2:8][CH2:7]1.C(N(CC)CC)C, predict the reaction product. The product is: [CH3:5][N:6]1[CH2:7][CH2:8][CH:9]([O:12][C:13]2[N:18]=[C:17]([NH:19][C:1](=[O:3])[CH3:2])[CH:16]=[CH:15][CH:14]=2)[CH2:10][CH2:11]1. (3) Given the reactants Br[C:2]1[N:7]2[CH:8]=[C:9]([CH2:11][CH2:12][C:13]3[CH:22]=[CH:21][C:20]4[C:15](=[CH:16][CH:17]=[CH:18][CH:19]=4)[N:14]=3)[N:10]=[C:6]2[C:5]([N:23]2[CH2:28][CH2:27][O:26][CH2:25][CH2:24]2)=[N:4][CH:3]=1.[F:29][C:30]1([F:57])[C:38]2[C:33](=[CH:34][CH:35]=[C:36](B3OC(C)(C)C(C)(C)O3)[CH:37]=2)[N:32]([CH2:48][O:49][CH2:50][CH2:51][Si:52]([CH3:55])([CH3:54])[CH3:53])[C:31]1=[O:56], predict the reaction product. The product is: [F:29][C:30]1([F:57])[C:38]2[C:33](=[CH:34][CH:35]=[C:36]([C:2]3[N:7]4[CH:8]=[C:9]([CH2:11][CH2:12][C:13]5[CH:22]=[CH:21][C:20]6[C:15](=[CH:16][CH:17]=[CH:18][CH:19]=6)[N:14]=5)[N:10]=[C:6]4[C:5]([N:23]4[CH2:24][CH2:25][O:26][CH2:27][CH2:28]4)=[N:4][CH:3]=3)[CH:37]=2)[N:32]([CH2:48][O:49][CH2:50][CH2:51][Si:52]([CH3:55])([CH3:53])[CH3:54])[C:31]1=[O:56]. (4) Given the reactants [NH:1]1[CH2:7][CH2:6][CH2:5][CH2:4][C@@H:3]([C:8]([OH:10])=[O:9])[CH2:2]1.C1COCC1.[CH:16]1[CH:21]=[CH:20][C:19]([CH2:22][O:23][C:24](Cl)=[O:25])=[CH:18][CH:17]=1.Cl, predict the reaction product. The product is: [CH2:22]([O:23][C:24]([N:1]1[CH2:7][CH2:6][CH2:5][CH2:4][C@@H:3]([C:8]([OH:10])=[O:9])[CH2:2]1)=[O:25])[C:19]1[CH:20]=[CH:21][CH:16]=[CH:17][CH:18]=1. (5) Given the reactants [CH2:1]([O:8][CH2:9][CH2:10][CH2:11][CH2:12][CH2:13][CH2:14]/[CH:15]=[CH:16]/[CH2:17][C:18]([N:20]1[C@@H:24]([CH:25]([CH3:27])[CH3:26])[C:23]([C:34]2[CH:39]=[CH:38][CH:37]=[CH:36][CH:35]=2)([C:28]2[CH:33]=[CH:32][CH:31]=[CH:30][CH:29]=2)[O:22][C:21]1=[S:40])=[O:19])[CH2:2][CH2:3][CH2:4][CH2:5][CH2:6][CH3:7].C[Si](C)(C)[N-][Si](C)(C)C.[Li+].[O:51]=[C:52]([CH2:60][CH2:61][CH3:62])[C:53]([O:55][C:56]([CH3:59])([CH3:58])[CH3:57])=[O:54].C(O)(=O)C, predict the reaction product. The product is: [CH2:1]([O:8][CH2:9][CH2:10][CH2:11][CH2:12][CH2:13][CH2:14]/[CH:15]=[CH:16]/[C@H:17]([C:18]([N:20]1[C@@H:24]([CH:25]([CH3:27])[CH3:26])[C:23]([C:34]2[CH:39]=[CH:38][CH:37]=[CH:36][CH:35]=2)([C:28]2[CH:33]=[CH:32][CH:31]=[CH:30][CH:29]=2)[S:40][C:21]1=[O:22])=[O:19])[C@@:52]([OH:51])([CH2:60][CH2:61][CH3:62])[C:53]([O:55][C:56]([CH3:57])([CH3:58])[CH3:59])=[O:54])[CH2:2][CH2:3][CH2:4][CH2:5][CH2:6][CH3:7]. (6) Given the reactants Cl.[C:2]([C:6]1[CH:16]=[CH:15][CH:14]=[CH:13][C:7]=1[O:8][CH2:9][CH2:10][NH:11][CH3:12])([CH3:5])([CH3:4])[CH3:3].[N:17]1[C:18]([C:26]([OH:28])=O)=[CH:19][N:20]2[C:25]=1[CH:24]=[CH:23][CH:22]=[N:21]2, predict the reaction product. The product is: [C:2]([C:6]1[CH:16]=[CH:15][CH:14]=[CH:13][C:7]=1[O:8][CH2:9][CH2:10][N:11]([CH3:12])[C:26]([C:18]1[N:17]=[C:25]2[CH:24]=[CH:23][CH:22]=[N:21][N:20]2[CH:19]=1)=[O:28])([CH3:5])([CH3:3])[CH3:4]. (7) Given the reactants Br[C:2]1[CH:7]=[CH:6][CH:5]=[C:4]([Br:8])[CH:3]=1.[CH3:9][C@H:10]1[O:15][C@@H:14]([CH3:16])[CH2:13][NH:12][CH2:11]1.C1C=CC(P(C2C(C3C(P(C4C=CC=CC=4)C4C=CC=CC=4)=CC=C4C=3C=CC=C4)=C3C(C=CC=C3)=CC=2)C2C=CC=CC=2)=CC=1.CC([O-])(C)C.[Na+], predict the reaction product. The product is: [Br:8][C:4]1[CH:3]=[C:2]([N:12]2[CH2:11][C@H:10]([CH3:9])[O:15][C@H:14]([CH3:16])[CH2:13]2)[CH:7]=[CH:6][CH:5]=1. (8) Given the reactants [CH2:1]([O:3][C:4](=[O:31])[C:5]([O:8][C:9]1[CH:14]=[CH:13][C:12]([O:15][CH2:16][CH2:17][C:18]2[N:19]=[C:20]([C:24]3[CH:29]=[CH:28][C:27]([OH:30])=[CH:26][CH:25]=3)[O:21][C:22]=2[CH3:23])=[CH:11][CH:10]=1)([CH3:7])[CH3:6])[CH3:2].[CH:32]1(O)[CH2:37][CH2:36][CH2:35][CH2:34][CH2:33]1.C1(P(C2C=CC=CC=2)C2C=CC=CC=2)C=CC=CC=1.N(C(OC(C)C)=O)=NC(OC(C)C)=O, predict the reaction product. The product is: [CH2:1]([O:3][C:4](=[O:31])[C:5]([O:8][C:9]1[CH:10]=[CH:11][C:12]([O:15][CH2:16][CH2:17][C:18]2[N:19]=[C:20]([C:24]3[CH:29]=[CH:28][C:27]([O:30][CH:32]4[CH2:37][CH2:36][CH2:35][CH2:34][CH2:33]4)=[CH:26][CH:25]=3)[O:21][C:22]=2[CH3:23])=[CH:13][CH:14]=1)([CH3:7])[CH3:6])[CH3:2]. (9) Given the reactants [C:1]([C:3]1([CH2:6][O:7][C:8]2[CH:13]=[CH:12][C:11]([I:14])=[CH:10][C:9]=2[N+:15]([O-])=O)[CH2:5][CH2:4]1)#[CH:2].[N:18]([O-])=O.[Na+].[CH2:22]([O:24][C:25](=[O:31])[CH:26](Cl)C(C)=O)[CH3:23].C([O-])(=O)C.[Na+], predict the reaction product. The product is: [I:14][C:11]1[CH:12]=[CH:13][C:8]2[O:7][CH2:6][C:3]3([C:1]4[N:15]([N:18]=[C:26]([C:25]([O:24][CH2:22][CH3:23])=[O:31])[CH:2]=4)[C:9]=2[CH:10]=1)[CH2:5][CH2:4]3.